This data is from CYP1A2 inhibition data for predicting drug metabolism from PubChem BioAssay. The task is: Regression/Classification. Given a drug SMILES string, predict its absorption, distribution, metabolism, or excretion properties. Task type varies by dataset: regression for continuous measurements (e.g., permeability, clearance, half-life) or binary classification for categorical outcomes (e.g., BBB penetration, CYP inhibition). Dataset: cyp1a2_veith. The compound is CCn1c(CSCc2ccc(C)cc2)nnc1SCC(=O)NCc1ccccc1. The result is 0 (non-inhibitor).